From a dataset of Reaction yield outcomes from USPTO patents with 853,638 reactions. Predict the reaction yield, written as a fraction of the theoretical maximum amount of product (1.0 means a 100% yield; for example, 0.34 means a 34% yield). (1) The reactants are [CH2:1]([O:8][C:9]([N:11]1[CH2:16][CH2:15][C:14]([C:18]2([C:21]([O:23][C:24]([CH3:27])([CH3:26])[CH3:25])=[O:22])[CH2:20][CH2:19]2)(O)[CH2:13][CH2:12]1)=[O:10])[C:2]1[CH:7]=[CH:6][CH:5]=[CH:4][CH:3]=1.[OH-].COC(NS([N+](CC)(CC)CC)(=O)=O)=O. The catalyst is C1(C)C=CC=CC=1. The product is [CH2:1]([O:8][C:9]([N:11]1[CH2:12][CH:13]=[C:14]([C:18]2([C:21]([O:23][C:24]([CH3:27])([CH3:26])[CH3:25])=[O:22])[CH2:20][CH2:19]2)[CH2:15][CH2:16]1)=[O:10])[C:2]1[CH:3]=[CH:4][CH:5]=[CH:6][CH:7]=1. The yield is 0.840. (2) The reactants are Br[C:2]1[S:3][C:4]([C:8]([NH:10][CH2:11][C:12]2[CH:13]=[N:14][CH:15]=[CH:16][CH:17]=2)=[O:9])=[C:5]([CH3:7])[N:6]=1.[CH2:18]([O:25][CH2:26][N:27]1[N:31]=[N:30][C:29]([Sn](CCCC)(CCCC)CCCC)=[N:28]1)[C:19]1[CH:24]=[CH:23][CH:22]=[CH:21][CH:20]=1. The catalyst is C1(C)C=CC=CC=1.[Cu]I.C1C=CC([P]([Pd]([P](C2C=CC=CC=2)(C2C=CC=CC=2)C2C=CC=CC=2)([P](C2C=CC=CC=2)(C2C=CC=CC=2)C2C=CC=CC=2)[P](C2C=CC=CC=2)(C2C=CC=CC=2)C2C=CC=CC=2)(C2C=CC=CC=2)C2C=CC=CC=2)=CC=1. The product is [CH2:18]([O:25][CH2:26][N:27]1[N:31]=[N:30][C:29]([C:2]2[S:3][C:4]([C:8]([NH:10][CH2:11][C:12]3[CH:13]=[N:14][CH:15]=[CH:16][CH:17]=3)=[O:9])=[C:5]([CH3:7])[N:6]=2)=[N:28]1)[C:19]1[CH:20]=[CH:21][CH:22]=[CH:23][CH:24]=1. The yield is 0.480. (3) The reactants are [Cl:1][C:2]1[N:7]=[C:6]([C:8]2[S:12][C:11]3[CH:13]=[CH:14][CH:15]=[C:16]([C:17]([OH:19])=O)[C:10]=3[CH:9]=2)[C:5]([Cl:20])=[CH:4][N:3]=1.[CH:21]1([NH2:24])[CH2:23][CH2:22]1.C(N(CC)C(C)C)(C)C.Cl.C(N(CC)CCCN=C=NCC)C.ON1C2C=CC=CC=2N=N1. The catalyst is ClCCl.O. The product is [CH:21]1([NH:24][C:17]([C:16]2[C:10]3[CH:9]=[C:8]([C:6]4[C:5]([Cl:20])=[CH:4][N:3]=[C:2]([Cl:1])[N:7]=4)[S:12][C:11]=3[CH:13]=[CH:14][CH:15]=2)=[O:19])[CH2:23][CH2:22]1. The yield is 0.990. (4) The reactants are [CH2:1]([C:3]1([CH2:16][CH3:17])[C:12]2[C:7](=[CH:8][CH:9]=[C:10]([O:13]C)[CH:11]=2)[CH2:6][CH:5]2[NH:15][CH:4]12)[CH3:2].[BrH:18].C(OCC)(=O)C. The catalyst is CCCC[N+](CCCC)(CCCC)CCCC.[Br-].C(O)C. The product is [BrH:18].[NH2:15][CH:4]1[C:3]([CH2:16][CH3:17])([CH2:1][CH3:2])[C:12]2[CH:11]=[C:10]([OH:13])[CH:9]=[CH:8][C:7]=2[CH2:6][CH:5]1[Br:18]. The yield is 0.960. (5) The reactants are Br[C:2]1[S:6][C:5]([C:7]#[N:8])=[CH:4][CH:3]=1.[CH3:9][O:10][C:11]1[CH:16]=[CH:15][CH:14]=[CH:13][C:12]=1B(O)O.C(=O)([O-])[O-].[Na+].[Na+].ClCCl. The catalyst is O1CCOCC1.[Pd].C1(P(C2C=CC=CC=2)C2C=CC=CC=2)C=CC=CC=1.C1(P(C2C=CC=CC=2)C2C=CC=CC=2)C=CC=CC=1.C1(P(C2C=CC=CC=2)C2C=CC=CC=2)C=CC=CC=1.C1(P(C2C=CC=CC=2)C2C=CC=CC=2)C=CC=CC=1.O. The product is [C:7]([C:5]1[S:6][C:2]([C:12]2[CH:13]=[CH:14][CH:15]=[CH:16][C:11]=2[O:10][CH3:9])=[CH:3][CH:4]=1)#[N:8]. The yield is 0.960. (6) The reactants are FC(F)(F)C(O)=O.[CH3:8][CH:9]([O:11][C:12]1[CH:19]=[CH:18][C:17]([C:20]2[O:24][N:23]=[C:22]([C:25]3[C:35]4[CH2:34][CH2:33][NH:32][CH2:31][CH2:30][C:29]=4[CH:28]=[CH:27][CH:26]=3)[N:21]=2)=[CH:16][C:13]=1[C:14]#[N:15])[CH3:10].Br[CH2:37][CH2:38][CH2:39][OH:40].C(=O)([O-])[O-].[K+].[K+]. The catalyst is CC(C)=O. The product is [OH:40][CH2:39][CH2:38][CH2:37][N:32]1[CH2:31][CH2:30][C:29]2[CH:28]=[CH:27][CH:26]=[C:25]([C:22]3[N:21]=[C:20]([C:17]4[CH:18]=[CH:19][C:12]([O:11][CH:9]([CH3:8])[CH3:10])=[C:13]([CH:16]=4)[C:14]#[N:15])[O:24][N:23]=3)[C:35]=2[CH2:34][CH2:33]1. The yield is 0.500. (7) The reactants are I[C:2]1[CH:7]=[CH:6][N:5]=[C:4]([NH2:8])[CH:3]=1.[NH:9]1[C:17]2[C:12](=[CH:13][CH:14]=[CH:15][CH:16]=2)[C:11]2([CH2:21][CH2:20][CH2:19][CH2:18]2)[C:10]1=[O:22]. No catalyst specified. The product is [NH2:8][C:4]1[CH:3]=[C:2]([N:9]2[C:17]3[C:12](=[CH:13][CH:14]=[CH:15][CH:16]=3)[C:11]3([CH2:21][CH2:20][CH2:19][CH2:18]3)[C:10]2=[O:22])[CH:7]=[CH:6][N:5]=1. The yield is 0.450. (8) The reactants are [CH3:1][NH:2][CH2:3][C:4]1[N:5]([CH3:13])[C:6]2[C:11]([CH:12]=1)=[CH:10][CH:9]=[CH:8][CH:7]=2.CNCC1C=CC2C(=CC=CC=2)C=1CCC.Cl.[O:31]=[C:32]1[NH:45][C:35]2=[N:36][CH:37]=[C:38](/[CH:40]=[CH:41]/[C:42](O)=[O:43])[CH:39]=[C:34]2[O:33]1.Cl.CN1CC2C=C(/C=C/C(O)=O)C=NC=2NC(=O)C1. No catalyst specified. The product is [CH3:1][N:2]([CH2:3][C:4]1[N:5]([CH3:13])[C:6]2[C:11]([CH:12]=1)=[CH:10][CH:9]=[CH:8][CH:7]=2)[C:42](=[O:43])/[CH:41]=[CH:40]/[C:38]1[CH:39]=[C:34]2[O:33][C:32](=[O:31])[NH:45][C:35]2=[N:36][CH:37]=1. The yield is 0.340. (9) The reactants are [C:1]([O:5][C:6]([NH:8][C:9]1[S:10][C:11]([C:15]([O:17][CH2:18][CH3:19])=[O:16])=[C:12]([CH3:14])[N:13]=1)=[O:7])([CH3:4])([CH3:3])[CH3:2].[NH2:20][C@@H:21]([CH3:24])[CH2:22]O.C1(P([C:38]2[CH:43]=[CH:42]C=CC=2)C2C=CC=CN=2)C=CC=CC=1.N(C(OCC)=O)=N[C:46]([O:48]CC)=[O:47].O1CCC[CH2:57]1. The catalyst is C(OCC)(=O)C. The product is [C:1]([O:5][C:6]([N:8]([CH2:22][C@@H:21]([NH:20][C:46]([O:48][C:43]([CH3:42])([CH3:38])[CH3:57])=[O:47])[CH3:24])[C:9]1[S:10][C:11]([C:15]([O:17][CH2:18][CH3:19])=[O:16])=[C:12]([CH3:14])[N:13]=1)=[O:7])([CH3:4])([CH3:3])[CH3:2]. The yield is 0.780.